This data is from Reaction yield outcomes from USPTO patents with 853,638 reactions. The task is: Predict the reaction yield, written as a fraction of the theoretical maximum amount of product (1.0 means a 100% yield; for example, 0.34 means a 34% yield). (1) The reactants are [CH3:1][C:2]([CH3:5])([O-])[CH3:3].[K+].CC(P(OC)(O)=O)([C:10]([O-:12])=[O:11])C.CC(C1[CH:26]=[CH:25][C:24]([N:27]2[CH2:32][CH2:31][O:30][CH2:29][CH2:28]2)=[CH:23][CH:22]=1)=O.[CH2:33]1COCC1. The catalyst is Cl. The product is [CH3:33][O:12][C:10](=[O:11])[CH:1]=[C:2]([C:5]1[CH:26]=[CH:25][C:24]([N:27]2[CH2:32][CH2:31][O:30][CH2:29][CH2:28]2)=[CH:23][CH:22]=1)[CH3:3]. The yield is 0.699. (2) The reactants are Br[CH2:2][CH2:3][N:4]1[C:8]([C:9]([O:11]CC)=O)=[CH:7][C:6]([C:14]2[CH:19]=[CH:18][C:17]([F:20])=[CH:16][CH:15]=2)=[N:5]1.[I-].[K+].[CH2:23]([NH2:30])[C:24]1[CH:29]=[CH:28][CH:27]=[CH:26][CH:25]=1. The catalyst is C(#N)C. The product is [CH2:23]([N:30]1[CH2:2][CH2:3][N:4]2[N:5]=[C:6]([C:14]3[CH:15]=[CH:16][C:17]([F:20])=[CH:18][CH:19]=3)[CH:7]=[C:8]2[C:9]1=[O:11])[C:24]1[CH:29]=[CH:28][CH:27]=[CH:26][CH:25]=1. The yield is 0.460. (3) The reactants are [CH3:1][O:2][C:3]1[CH:8]=[CH:7][CH:6]=[CH:5][C:4]=1[C:9]1([C:13](=[O:33])[CH2:14][N:15]2[CH2:20][CH2:19][CH2:18][CH:17]([CH2:21][O:22][C:23]3[CH:28]=[CH:27][C:26]([C:29]([F:32])([F:31])[F:30])=[CH:25][CH:24]=3)[CH2:16]2)[CH2:12][CH2:11][CH2:10]1.[BH4-].[Na+].O. The catalyst is CO. The product is [CH3:1][O:2][C:3]1[CH:8]=[CH:7][CH:6]=[CH:5][C:4]=1[C:9]1([CH:13]([OH:33])[CH2:14][N:15]2[CH2:20][CH2:19][CH2:18][CH:17]([CH2:21][O:22][C:23]3[CH:28]=[CH:27][C:26]([C:29]([F:30])([F:31])[F:32])=[CH:25][CH:24]=3)[CH2:16]2)[CH2:10][CH2:11][CH2:12]1. The yield is 0.600.